The task is: Predict the reactants needed to synthesize the given product.. This data is from Full USPTO retrosynthesis dataset with 1.9M reactions from patents (1976-2016). (1) Given the product [F:31][C:15]1[CH:16]=[C:17]([C:20]2[CH:25]=[CH:24][CH:23]=[C:22]([F:26])[C:21]=2[C:27]([O:29][CH3:30])=[O:28])[CH:18]=[CH:19][C:14]=1[CH2:13][NH:12][C:2]1[CH:11]=[CH:10][C:5]([C:6]([O:8][CH3:9])=[O:7])=[CH:4][N:3]=1, predict the reactants needed to synthesize it. The reactants are: Cl[C:2]1[CH:11]=[CH:10][C:5]([C:6]([O:8][CH3:9])=[O:7])=[CH:4][N:3]=1.[NH2:12][CH2:13][C:14]1[CH:19]=[CH:18][C:17]([C:20]2[C:21]([C:27]([O:29][CH3:30])=[O:28])=[C:22]([F:26])[CH:23]=[CH:24][CH:25]=2)=[CH:16][C:15]=1[F:31].C(N(CC)CC)C. (2) Given the product [NH2:8][C@@H:9]1[CH2:15][CH2:14][C@@H:13]2[N:16]([CH2:17][C:18]3[CH:19]=[CH:20][CH:21]=[CH:22][CH:23]=3)[C@@:10]1([C:33]1[CH:38]=[CH:37][CH:36]=[CH:35][CH:34]=1)[CH2:11][C@H:12]2[S:24]([C:27]1[CH:28]=[CH:29][CH:30]=[CH:31][CH:32]=1)(=[O:26])=[O:25], predict the reactants needed to synthesize it. The reactants are: C([NH:8][C@@H:9]1[CH2:15][CH2:14][C@@H:13]2[N:16]([CH2:17][C:18]3[CH:23]=[CH:22][CH:21]=[CH:20][CH:19]=3)[C@@:10]1([C:33]1[CH:38]=[CH:37][CH:36]=[CH:35][CH:34]=1)[CH2:11][C@H:12]2[S:24]([C:27]1[CH:32]=[CH:31][CH:30]=[CH:29][CH:28]=1)(=[O:26])=[O:25])C1C=CC=CC=1.[H][H]. (3) Given the product [NH:24]1[CH2:23][CH2:22][CH:21]([NH:20][C:14]2[C:15]3[N:16]([N:17]=[CH:18][N:19]=3)[C:11]([C:7]3[CH:6]=[C:5]4[C:10](=[CH:9][CH:8]=3)[C:2](=[O:1])[NH:3][CH2:4]4)=[CH:12][N:13]=2)[CH2:26][CH2:25]1, predict the reactants needed to synthesize it. The reactants are: [O:1]=[C:2]1[C:10]2[C:5](=[CH:6][C:7]([C:11]3[N:16]4[N:17]=[CH:18][N:19]=[C:15]4[C:14]([NH:20][CH:21]4[CH2:26][CH2:25][N:24](C(OC(C)(C)C)=O)[CH2:23][CH2:22]4)=[N:13][CH:12]=3)=[CH:8][CH:9]=2)[CH2:4][NH:3]1.FC(F)(F)C(O)=O. (4) Given the product [Cl:1][C:2]1[CH:7]=[CH:6][CH:5]=[CH:4][C:3]=1[S:8][CH2:10][C:11]([OH:13])=[O:12], predict the reactants needed to synthesize it. The reactants are: [Cl:1][C:2]1[CH:7]=[CH:6][CH:5]=[CH:4][C:3]=1[SH:8].Br[CH2:10][C:11]([O:13]CC)=[O:12].C(O)C.[OH-].[K+]. (5) Given the product [C:3]([O:7][C:8]([N:10]1[CH2:11][CH2:12][C:13]2([O:17][C:16](=[O:18])[N:15]([CH2:25][C:24]3[CH:27]=[C:28]([N+:31]([O-:33])=[O:32])[CH:29]=[CH:30][C:23]=3[O:22][CH3:21])[CH2:14]2)[CH2:19][CH2:20]1)=[O:9])([CH3:6])([CH3:4])[CH3:5], predict the reactants needed to synthesize it. The reactants are: [H-].[Na+].[C:3]([O:7][C:8]([N:10]1[CH2:20][CH2:19][C:13]2([O:17][C:16](=[O:18])[NH:15][CH2:14]2)[CH2:12][CH2:11]1)=[O:9])([CH3:6])([CH3:5])[CH3:4].[CH3:21][O:22][C:23]1[CH:30]=[CH:29][C:28]([N+:31]([O-:33])=[O:32])=[CH:27][C:24]=1[CH2:25]Br.O. (6) Given the product [CH2:53]([Cl:55])[Cl:54].[CH3:9][OH:10].[NH3:3].[CH3:30][C:21]1[C:22]([C:26]([F:29])([F:28])[F:27])=[CH:23][CH:24]=[CH:25][C:20]=1[C:19]([NH:18][C:13]1[CH:14]=[CH:15][C:16]([CH3:17])=[C:11]([C:9]([NH:8][C:5]2[CH:4]=[N:3][C:2]([NH:46][CH2:45][C:37]3[CH:36]=[CH:35][CH:34]=[CH:33][N:32]=3)=[N:7][CH:6]=2)=[O:10])[CH:12]=1)=[O:31], predict the reactants needed to synthesize it. The reactants are: Cl[C:2]1[N:7]=[CH:6][C:5]([NH:8][C:9]([C:11]2[CH:12]=[C:13]([NH:18][C:19](=[O:31])[C:20]3[CH:25]=[CH:24][CH:23]=[C:22]([C:26]([F:29])([F:28])[F:27])[C:21]=3[CH3:30])[CH:14]=[CH:15][C:16]=2[CH3:17])=[O:10])=[CH:4][N:3]=1.[N:32]1[CH:37]=[CH:36][CH:35]=[C:34](CN)[CH:33]=1.CC(O)C.C[CH2:45][N:46](C(C)C)C(C)C.[CH2:53]([Cl:55])[Cl:54]. (7) Given the product [CH3:8][C:7]1[C:6]2[CH:9]=[CH:10][CH:11]=[CH:12][C:5]=2[O:4][C:3]=1[CH2:2][O:27][C:24]1[CH:23]=[CH:22][C:21]([B:16]2[O:17][C:18]([CH3:20])([CH3:19])[C:14]([CH3:28])([CH3:13])[O:15]2)=[CH:26][CH:25]=1, predict the reactants needed to synthesize it. The reactants are: Cl[CH2:2][C:3]1[O:4][C:5]2[CH:12]=[CH:11][CH:10]=[CH:9][C:6]=2[C:7]=1[CH3:8].[CH3:13][C:14]1([CH3:28])[C:18]([CH3:20])([CH3:19])[O:17][B:16]([C:21]2[CH:26]=[CH:25][C:24]([OH:27])=[CH:23][CH:22]=2)[O:15]1.C([O-])([O-])=O.[K+].[K+].